This data is from Full USPTO retrosynthesis dataset with 1.9M reactions from patents (1976-2016). The task is: Predict the reactants needed to synthesize the given product. (1) Given the product [CH3:10][O:9][C:6]1[CH:7]=[CH:8][C:3]([CH2:2][P:14](=[O:15])([O:19][CH2:20][CH3:21])[O:16][CH2:17][CH3:18])=[CH:4][C:5]=1[N+:11]([O-:13])=[O:12], predict the reactants needed to synthesize it. The reactants are: Br[CH2:2][C:3]1[CH:8]=[CH:7][C:6]([O:9][CH3:10])=[C:5]([N+:11]([O-:13])=[O:12])[CH:4]=1.[P:14](OCC)([O:19][CH2:20][CH3:21])([O:16][CH2:17][CH3:18])=[O:15]. (2) The reactants are: [C:1]([Cl:6])(=O)[C:2](Cl)=[O:3].[CH3:7][O:8][C:9]1[CH:19]=[CH:18][C:12]([CH2:13][NH:14][CH2:15][C:16]#[N:17])=[CH:11][CH:10]=1.[Cl:20]C1C=CC=CC=1. Given the product [Cl:6][C:1]1[C:2](=[O:3])[N:14]([CH2:13][C:12]2[CH:18]=[CH:19][C:9]([O:8][CH3:7])=[CH:10][CH:11]=2)[CH:15]=[C:16]([Cl:20])[N:17]=1, predict the reactants needed to synthesize it. (3) Given the product [CH2:1]([O:3][C:4]([C:5]1[C:7]2[CH2:12][C@H:11]3[CH2:10][C@H:9]3[C:8]=2[N:23]([C:20]2[CH:19]=[CH:18][C:17]([F:16])=[CH:22][N:21]=2)[N:24]=1)=[O:14])[CH3:2], predict the reactants needed to synthesize it. The reactants are: [CH2:1]([O:3][C:4](=[O:14])[C:5](=[C:7]1[CH2:12][C@@H:11]2[C@@H:9]([CH2:10]2)[C:8]1=O)[O-])[CH3:2].[K+].[F:16][C:17]1[CH:18]=[CH:19][C:20]([NH:23][NH2:24])=[N:21][CH:22]=1.ClC1C=CC(NN)=CN=1. (4) Given the product [Cl:1][C:2]1[CH:25]=[CH:24][C:5]([CH2:6][NH:7][C:8]2[C:17]3[C:12](=[C:13]([C:21]([NH2:32])=[O:22])[CH:14]=[C:15]([N+:18]([O-:20])=[O:19])[CH:16]=3)[N:11]=[CH:10][N:9]=2)=[CH:4][C:3]=1[C:26]([F:27])([F:28])[F:29], predict the reactants needed to synthesize it. The reactants are: [Cl:1][C:2]1[CH:25]=[CH:24][C:5]([CH2:6][NH:7][C:8]2[C:17]3[C:12](=[C:13]([C:21](O)=[O:22])[CH:14]=[C:15]([N+:18]([O-:20])=[O:19])[CH:16]=3)[N:11]=[CH:10][N:9]=2)=[CH:4][C:3]=1[C:26]([F:29])([F:28])[F:27].C1N=C[N:32](C(N2C=NC=C2)=O)C=1.[NH4+].[Cl-].O. (5) Given the product [CH3:4][C:2]([C:5]1[CH:6]=[C:7](/[CH:16]=[C:17]2/[C:18](=[O:24])[N:19]([CH3:23])[CH2:20][CH2:21][S:22]/2=[O:30])[CH:8]=[C:9]([C:12]([CH3:13])([CH3:14])[CH3:15])[C:10]=1[OH:11])([CH3:1])[CH3:3], predict the reactants needed to synthesize it. The reactants are: [CH3:1][C:2]([C:5]1[CH:6]=[C:7](/[CH:16]=[C:17]2/[C:18](=[O:24])[N:19]([CH3:23])[CH2:20][CH2:21][S:22]/2)[CH:8]=[C:9]([C:12]([CH3:15])([CH3:14])[CH3:13])[C:10]=1[OH:11])([CH3:4])[CH3:3].ClC1C=C(C=CC=1)C(OO)=[O:30]. (6) Given the product [OH:21][C:5]1[C:4]2[C:9](=[C:10]([CH3:12])[CH:11]=[CH:2][CH:3]=2)[S:8][C:7](=[O:13])[C:6]=1[C:14]([NH:16][CH2:17][C:18]([OH:20])=[O:19])=[O:15], predict the reactants needed to synthesize it. The reactants are: Cl[C:2]1[CH:3]=[C:4]2[C:9](=[C:10]([CH3:12])[CH:11]=1)[S:8][C:7](=[O:13])[C:6]([C:14]([NH:16][CH2:17][C:18]([OH:20])=[O:19])=[O:15])=[C:5]2[OH:21].